Dataset: Reaction yield outcomes from USPTO patents with 853,638 reactions. Task: Predict the reaction yield, written as a fraction of the theoretical maximum amount of product (1.0 means a 100% yield; for example, 0.34 means a 34% yield). The reactants are [Br:1][C:2]1[CH:10]=[CH:9][C:5]([CH:6]=[N:7][OH:8])=[CH:4][C:3]=1[CH3:11].ClN1C(=O)CCC1=O.[Cl:20][C:21]1[CH:26]=[C:25]([C:27]([C:29]([F:32])([F:31])[F:30])=[CH2:28])[CH:24]=[C:23]([Cl:33])[CH:22]=1.C(N(CC)CC)C. The catalyst is CN(C=O)C. The product is [Br:1][C:2]1[CH:10]=[CH:9][C:5]([C:6]2[CH2:28][C:27]([C:25]3[CH:24]=[C:23]([Cl:33])[CH:22]=[C:21]([Cl:20])[CH:26]=3)([C:29]([F:30])([F:32])[F:31])[O:8][N:7]=2)=[CH:4][C:3]=1[CH3:11]. The yield is 0.540.